This data is from Forward reaction prediction with 1.9M reactions from USPTO patents (1976-2016). The task is: Predict the product of the given reaction. (1) Given the reactants [C:1]([C:3]1[N:8]=[C:7]([CH2:9][CH:10]2[CH2:17][CH2:16][C:13]3([CH2:15][CH2:14]3)[CH2:12][CH2:11]2)[C:6]([C:18]([OH:20])=O)=[CH:5][N:4]=1)#[N:2].[C:21]1([CH2:27][C@@H:28]([NH2:35])[CH2:29][N:30]2[CH2:34][CH2:33][CH2:32][CH2:31]2)[CH:26]=[CH:25][CH:24]=[CH:23][CH:22]=1.CCN=C=NCCCN(C)C.Cl.O.C1C=NC2N(O)N=NC=2C=1, predict the reaction product. The product is: [C:21]1([CH2:27][C@@H:28]([NH:35][C:18]([C:6]2[C:7]([CH2:9][CH:10]3[CH2:11][CH2:12][C:13]4([CH2:14][CH2:15]4)[CH2:16][CH2:17]3)=[N:8][C:3]([C:1]#[N:2])=[N:4][CH:5]=2)=[O:20])[CH2:29][N:30]2[CH2:34][CH2:33][CH2:32][CH2:31]2)[CH:22]=[CH:23][CH:24]=[CH:25][CH:26]=1. (2) Given the reactants Br[C:2]1[CH:7]=[CH:6][C:5]([C:8]2[C:12]3[CH2:13][C:14]4[S:15][CH:16]=[CH:17][C:18]=4[C:11]=3[N:10]([CH2:19][O:20][CH2:21][CH2:22][Si:23]([CH3:26])([CH3:25])[CH3:24])[N:9]=2)=[CH:4][CH:3]=1.[CH3:27][O:28][C:29]1[CH:34]=[CH:33][C:32]([NH2:35])=[CH:31][CH:30]=1.C([O-])([O-])=O.[Cs+].[Cs+].CC1(C)C2C(=C(P(C3C=CC=CC=3)C3C=CC=CC=3)C=CC=2)OC2C(P(C3C=CC=CC=3)C3C=CC=CC=3)=CC=CC1=2, predict the reaction product. The product is: [CH3:27][O:28][C:29]1[CH:34]=[CH:33][C:32]([NH:35][C:2]2[CH:7]=[CH:6][C:5]([C:8]3[C:12]4[CH2:13][C:14]5[S:15][CH:16]=[CH:17][C:18]=5[C:11]=4[N:10]([CH2:19][O:20][CH2:21][CH2:22][Si:23]([CH3:26])([CH3:25])[CH3:24])[N:9]=3)=[CH:4][CH:3]=2)=[CH:31][CH:30]=1. (3) Given the reactants [C:1]([OH:5])(=[O:4])[CH:2]=[O:3].[O:6]([C:8]1[CH:18]=[CH:17][CH:16]=[CH:15][C:9]=1[CH2:10][NH:11][CH2:12][CH2:13]O)[CH3:7].O, predict the reaction product. The product is: [OH:4][CH:1]1[O:5][CH2:13][CH2:12][N:11]([CH2:10][C:9]2[CH:15]=[CH:16][CH:17]=[CH:18][C:8]=2[O:6][CH3:7])[C:2]1=[O:3]. (4) Given the reactants [CH:1]1([CH2:7][C:8]2[N:9]=[N:10][N:11]([C@@H:13]3[C@H:17]4[O:18][CH2:19][C@H:20]([NH2:21])[C@H:16]4[O:15][CH2:14]3)[CH:12]=2)[CH2:6][CH2:5][CH2:4][CH2:3][CH2:2]1.[C:22](O)(=[O:29])[C:23]1[CH:28]=[CH:27][CH:26]=[N:25][CH:24]=1, predict the reaction product. The product is: [CH:1]1([CH2:7][C:8]2[N:9]=[N:10][N:11]([C@@H:13]3[C@H:17]4[O:18][CH2:19][C@H:20]([NH:21][C:22](=[O:29])[C:23]5[CH:28]=[CH:27][CH:26]=[N:25][CH:24]=5)[C@H:16]4[O:15][CH2:14]3)[CH:12]=2)[CH2:2][CH2:3][CH2:4][CH2:5][CH2:6]1.